This data is from Acute oral toxicity (LD50) regression data from Zhu et al.. The task is: Regression/Classification. Given a drug SMILES string, predict its toxicity properties. Task type varies by dataset: regression for continuous values (e.g., LD50, hERG inhibition percentage) or binary classification for toxic/non-toxic outcomes (e.g., AMES mutagenicity, cardiotoxicity, hepatotoxicity). Dataset: ld50_zhu. (1) The compound is CN(C)C(=O)CCCOC(=O)C(C)(C)Oc1ccc(Cl)cc1. The rat oral LD50 is 2.12, given as -log10 of the dose in mol/kg body weight (higher means more acutely toxic). (2) The compound is CC(=O)OCCN(CCOC(C)=O)c1ccccc1. The rat oral LD50 is 2.09, given as -log10 of the dose in mol/kg body weight (higher means more acutely toxic). (3) The drug is COc1ccc2c(=O)c(C)c(C)oc2c1CN1CCOCC1. The rat oral LD50 is 3.84, given as -log10 of the dose in mol/kg body weight (higher means more acutely toxic).